Dataset: NCI-60 drug combinations with 297,098 pairs across 59 cell lines. Task: Regression. Given two drug SMILES strings and cell line genomic features, predict the synergy score measuring deviation from expected non-interaction effect. Drug 1: CCCS(=O)(=O)NC1=C(C(=C(C=C1)F)C(=O)C2=CNC3=C2C=C(C=N3)C4=CC=C(C=C4)Cl)F. Drug 2: CC1=C(C(=O)C2=C(C1=O)N3CC4C(C3(C2COC(=O)N)OC)N4)N. Cell line: SW-620. Synergy scores: CSS=30.6, Synergy_ZIP=14.8, Synergy_Bliss=14.5, Synergy_Loewe=-22.7, Synergy_HSA=0.0331.